Dataset: NCI-60 drug combinations with 297,098 pairs across 59 cell lines. Task: Regression. Given two drug SMILES strings and cell line genomic features, predict the synergy score measuring deviation from expected non-interaction effect. (1) Drug 1: COC1=C2C(=CC3=C1OC=C3)C=CC(=O)O2. Drug 2: C1CNP(=O)(OC1)N(CCCl)CCCl. Cell line: OVCAR-8. Synergy scores: CSS=0.704, Synergy_ZIP=-0.0286, Synergy_Bliss=0.275, Synergy_Loewe=0.649, Synergy_HSA=-0.461. (2) Drug 1: CCC1(CC2CC(C3=C(CCN(C2)C1)C4=CC=CC=C4N3)(C5=C(C=C6C(=C5)C78CCN9C7C(C=CC9)(C(C(C8N6C)(C(=O)OC)O)OC(=O)C)CC)OC)C(=O)OC)O.OS(=O)(=O)O. Drug 2: C1CCC(C(C1)N)N.C(=O)(C(=O)[O-])[O-].[Pt+4]. Cell line: TK-10. Synergy scores: CSS=14.4, Synergy_ZIP=-2.38, Synergy_Bliss=1.80, Synergy_Loewe=1.75, Synergy_HSA=1.97. (3) Drug 1: C1C(C(OC1N2C=NC3=C(N=C(N=C32)Cl)N)CO)O. Drug 2: CC1=C(C=C(C=C1)C(=O)NC2=CC(=CC(=C2)C(F)(F)F)N3C=C(N=C3)C)NC4=NC=CC(=N4)C5=CN=CC=C5. Cell line: HOP-92. Synergy scores: CSS=32.5, Synergy_ZIP=-2.69, Synergy_Bliss=0.143, Synergy_Loewe=-12.9, Synergy_HSA=0.881. (4) Drug 1: CC(CN1CC(=O)NC(=O)C1)N2CC(=O)NC(=O)C2. Drug 2: C1CN1P(=S)(N2CC2)N3CC3. Cell line: HS 578T. Synergy scores: CSS=22.3, Synergy_ZIP=-4.56, Synergy_Bliss=3.55, Synergy_Loewe=3.38, Synergy_HSA=4.99. (5) Drug 1: CC1=C(C=C(C=C1)C(=O)NC2=CC(=CC(=C2)C(F)(F)F)N3C=C(N=C3)C)NC4=NC=CC(=N4)C5=CN=CC=C5. Drug 2: COC1=C2C(=CC3=C1OC=C3)C=CC(=O)O2. Cell line: HCT-15. Synergy scores: CSS=3.80, Synergy_ZIP=17.1, Synergy_Bliss=9.43, Synergy_Loewe=2.84, Synergy_HSA=-0.943.